Dataset: Reaction yield outcomes from USPTO patents with 853,638 reactions. Task: Predict the reaction yield, written as a fraction of the theoretical maximum amount of product (1.0 means a 100% yield; for example, 0.34 means a 34% yield). (1) The reactants are COC[O:4][C:5]1[CH:6]=[C:7]([C:11]2[N:12]=[C:13]([N:24]3[CH2:29][CH2:28][O:27][CH2:26][CH2:25]3)[C:14]3[N:20]=[CH:19][C:18]([CH2:21][C:22]#[N:23])=[CH:17][C:15]=3[N:16]=2)[CH:8]=[CH:9][CH:10]=1.Cl. The catalyst is O1CCOCC1. The product is [OH:4][C:5]1[CH:6]=[C:7]([C:11]2[N:12]=[C:13]([N:24]3[CH2:25][CH2:26][O:27][CH2:28][CH2:29]3)[C:14]3[N:20]=[CH:19][C:18]([CH2:21][C:22]#[N:23])=[CH:17][C:15]=3[N:16]=2)[CH:8]=[CH:9][CH:10]=1. The yield is 0.840. (2) The product is [Br:1][CH2:2][CH2:3][CH2:4][CH2:5][CH2:6][CH2:7][C:8]1([CH2:30][CH2:31][CH2:32][CH2:33][CH2:34][CH2:35][Br:36])[C:9]2[C:10]([C:38]3[C:43]4[N:44]=[N:45][S:46][C:42]=4[C:41]([Br:47])=[CH:40][CH:39]=3)=[CH:11][CH:12]=[CH:13][C:14]=2[C:15]2[C:20]1=[CH:19][CH:18]=[CH:17][CH:16]=2. The reactants are [Br:1][CH2:2][CH2:3][CH2:4][CH2:5][CH2:6][CH2:7][C:8]1([CH2:30][CH2:31][CH2:32][CH2:33][CH2:34][CH2:35][Br:36])[C:20]2[C:19](B3OC(C)(C)C(C)(C)O3)=[CH:18][CH:17]=[CH:16][C:15]=2[C:14]2[C:9]1=[CH:10][CH:11]=[CH:12][CH:13]=2.Br[C:38]1[C:43]2[N:44]=[N:45][S:46][C:42]=2[C:41]([Br:47])=[CH:40][CH:39]=1.C(=O)([O-])[O-].[K+].[K+].O. The yield is 0.620. The catalyst is C1C=CC([P]([Pd]([P](C2C=CC=CC=2)(C2C=CC=CC=2)C2C=CC=CC=2)([P](C2C=CC=CC=2)(C2C=CC=CC=2)C2C=CC=CC=2)[P](C2C=CC=CC=2)(C2C=CC=CC=2)C2C=CC=CC=2)(C2C=CC=CC=2)C2C=CC=CC=2)=CC=1.C1(C)C=CC=CC=1. (3) The catalyst is CO.C(#N)C. The product is [NH2:1][C:2]1[N:7]=[CH:6][N:5]=[C:4]2[N:8]([CH:12]([C:14]3[CH:21]=[C:20]([Cl:22])[C:17]([C:18]#[N:19])=[C:16]([CH:23]4[CH2:24][N:25]([C:30](=[O:33])[C:56]([OH:69])([CH3:55])[CH3:51])[CH2:26]4)[C:15]=3[O:27][CH2:28][CH3:29])[CH3:13])[N:9]=[C:10]([CH3:11])[C:3]=12. The yield is 0.140. The reactants are [NH2:1][C:2]1[N:7]=[CH:6][N:5]=[C:4]2[N:8]([CH:12]([C:14]3[CH:21]=[C:20]([Cl:22])[C:17]([C:18]#[N:19])=[C:16]([CH:23]4[CH2:26][NH:25][CH2:24]4)[C:15]=3[O:27][CH2:28][CH3:29])[CH3:13])[N:9]=[C:10]([CH3:11])[C:3]=12.[C:30](O)(=[O:33])CC.C(N(CC)CC)C.CN(C(ON1N=N[C:56]2[C:51]1=CC=C[CH:55]=2)=[N+](C)C)C.F[P-](F)(F)(F)(F)F.CN(C)C=[O:69]. (4) The product is [Cl:1][C:2]1[CH:3]=[C:4]2[C:9](=[CH:10][C:11]=1[O:12][C:13]1[CH:18]=[CH:17][C:16]([C:19](=[O:31])[NH:20][CH2:21][CH:22]([C:24]3[CH:25]=[CH:26][C:27]([Cl:30])=[CH:28][CH:29]=3)[OH:23])=[CH:15][CH:14]=1)[O:8][CH2:7][CH2:6][CH:5]2[C:32]([O-:34])=[O:33].[Na+:37]. The yield is 0.960. The reactants are [Cl:1][C:2]1[CH:3]=[C:4]2[C:9](=[CH:10][C:11]=1[O:12][C:13]1[CH:18]=[CH:17][C:16]([C:19](=[O:31])[NH:20][CH2:21][CH:22]([C:24]3[CH:29]=[CH:28][C:27]([Cl:30])=[CH:26][CH:25]=3)[OH:23])=[CH:15][CH:14]=1)[O:8][CH2:7][CH2:6][CH:5]2[C:32]([OH:34])=[O:33].C[O-].[Na+:37]. The catalyst is CO. (5) The reactants are C([O-])(=O)C.[Na+].[OH:6][C:7]1[CH:8]=[C:9]([CH:12]=[C:13]([OH:15])[CH:14]=1)[CH:10]=O.[NH2:16][C:17]1[CH:22]=[CH:21][CH:20]=[CH:19][C:18]=1[SH:23]. The catalyst is C(O)(=O)C. The product is [S:23]1[C:18]2[CH:19]=[CH:20][CH:21]=[CH:22][C:17]=2[N:16]=[C:10]1[C:9]1[CH:12]=[C:13]([OH:15])[CH:14]=[C:7]([OH:6])[CH:8]=1. The yield is 0.486.